From a dataset of Catalyst prediction with 721,799 reactions and 888 catalyst types from USPTO. Predict which catalyst facilitates the given reaction. (1) Reactant: [O:1]1[CH2:6][CH2:5][O:4][CH2:3][C:2]1=O.[NH2:8][C:9]1[CH:14]=[CH:13][CH:12]=[CH:11][C:10]=1[NH2:15]. Product: [OH:1][CH2:6][CH2:5][O:4][CH2:3][C:2]1[NH:8][C:9]2[CH:14]=[CH:13][CH:12]=[CH:11][C:10]=2[N:15]=1. The catalyst class is: 728. (2) Reactant: [NH:1]1[CH2:6][CH2:5][S:4](=[O:8])(=[O:7])[CH2:3][CH2:2]1.[F:9][C:10]([F:41])([F:40])[C:11]1[CH:12]=[C:13]([C@H:21]([O:23][C@@H:24]2[C@@H:29]([C:30]3[CH:35]=[CH:34][C:33]([F:36])=[C:32]([F:37])[CH:31]=3)[C@H:28]([CH:38]=O)[CH2:27][CH2:26][O:25]2)[CH3:22])[CH:14]=[C:15]([C:17]([F:20])([F:19])[F:18])[CH:16]=1.C(O[BH-](OC(=O)C)OC(=O)C)(=O)C.[Na+].C(=O)([O-])O.[Na+]. Product: [F:41][C:10]([F:9])([F:40])[C:11]1[CH:12]=[C:13]([C@H:21]([O:23][C@@H:24]2[C@@H:29]([C:30]3[CH:35]=[CH:34][C:33]([F:36])=[C:32]([F:37])[CH:31]=3)[C@H:28]([CH2:38][N:1]3[CH2:6][CH2:5][S:4](=[O:8])(=[O:7])[CH2:3][CH2:2]3)[CH2:27][CH2:26][O:25]2)[CH3:22])[CH:14]=[C:15]([C:17]([F:18])([F:20])[F:19])[CH:16]=1. The catalyst class is: 4. (3) Reactant: [O:1]1[CH2:5][CH2:4][CH2:3][CH:2]1[C:6]([OH:8])=[O:7].C(Cl)(=O)C(Cl)=O.[C:15]1([O:22][CH3:23])[C:16](=[CH:18][CH:19]=[CH:20][CH:21]=1)O.O1CCCC1C(Cl)=O.N1C=CC=CC=1. Product: [O:1]1[CH2:5][CH2:4][CH2:3][CH:2]1[C:6]([O:8][C:21]1[CH:20]=[CH:19][CH:18]=[CH:16][C:15]=1[O:22][CH3:23])=[O:7]. The catalyst class is: 59. (4) Reactant: I[C:2]1[CH:8]=[CH:7][C:6]([CH3:9])=[CH:5][C:3]=1[NH2:4].Cl.[N:11]12[CH2:18][CH2:17][CH:14]([CH2:15][CH2:16]1)[C:13](=O)[CH2:12]2.N12CCN(CC1)CC2.S([O-])([O-])(=O)=O.[Mg+2]. Product: [CH3:9][C:6]1[CH:7]=[CH:8][C:2]2[C:12]3[N:11]4[CH2:18][CH2:17][CH:14]([CH2:15][CH2:16]4)[C:13]=3[NH:4][C:3]=2[CH:5]=1. The catalyst class is: 167. (5) Reactant: [NH2:1][C@@H:2]1[CH2:7][CH2:6][C@H:5]([O:8][C:9]2[CH:10]=[C:11]3[C:16](=[CH:17][C:18]=2[CH3:19])[C:15](=[O:20])[N:14]([CH2:21][C:22]2[CH:27]=[CH:26][C:25]([O:28][CH3:29])=[CH:24][CH:23]=2)[CH:13]=[CH:12]3)[CH2:4][CH2:3]1.[I-].[Na+].C(=O)([O-])[O-].[K+].[K+].Br[CH2:39][CH2:40][CH2:41][CH2:42]Br. Product: [CH3:29][O:28][C:25]1[CH:24]=[CH:23][C:22]([CH2:21][N:14]2[CH:13]=[CH:12][C:11]3[C:16](=[CH:17][C:18]([CH3:19])=[C:9]([O:8][CH:5]4[CH2:4][CH2:3][CH:2]([N:1]5[CH2:42][CH2:41][CH2:40][CH2:39]5)[CH2:7][CH2:6]4)[CH:10]=3)[C:15]2=[O:20])=[CH:27][CH:26]=1. The catalyst class is: 18.